From a dataset of Full USPTO retrosynthesis dataset with 1.9M reactions from patents (1976-2016). Predict the reactants needed to synthesize the given product. (1) Given the product [ClH:1].[Cl:1][C:2]1[CH:3]=[CH:4][C:5]([C:8]2[S:9][C:10]3[C:11](=[O:32])[N:12]([C:17]4[CH:22]=[CH:21][C:20]([O:23][CH2:24][CH2:25][N:26]5[CH2:30][CH2:29][CH2:28][CH2:27]5)=[C:19]([Cl:31])[CH:18]=4)[CH2:13][CH2:14][C:15]=3[N:16]=2)=[CH:6][CH:7]=1, predict the reactants needed to synthesize it. The reactants are: [Cl:1][C:2]1[CH:7]=[CH:6][C:5]([C:8]2[S:9][C:10]3[C:11](=[O:32])[N:12]([C:17]4[CH:22]=[CH:21][C:20]([O:23][CH2:24][CH2:25][N:26]5[CH2:30][CH2:29][CH2:28][CH2:27]5)=[C:19]([Cl:31])[CH:18]=4)[CH2:13][CH2:14][C:15]=3[N:16]=2)=[CH:4][CH:3]=1.Cl. (2) Given the product [F:24][C:25]1[N:30]=[CH:29][C:28]([C:2]2[CH:3]=[CH:4][C:5]3[O:14][CH2:13][CH2:12][C:11]4[S:10][C:9]([C:15]5[N:16]([CH:20]([CH3:22])[CH3:21])[N:17]=[CH:18][N:19]=5)=[N:8][C:7]=4[C:6]=3[CH:23]=2)=[CH:27][CH:26]=1, predict the reactants needed to synthesize it. The reactants are: Br[C:2]1[CH:3]=[CH:4][C:5]2[O:14][CH2:13][CH2:12][C:11]3[S:10][C:9]([C:15]4[N:16]([CH:20]([CH3:22])[CH3:21])[N:17]=[CH:18][N:19]=4)=[N:8][C:7]=3[C:6]=2[CH:23]=1.[F:24][C:25]1[N:30]=[CH:29][C:28](B(O)O)=[CH:27][CH:26]=1. (3) Given the product [F:5][C:6]1[CH:7]=[C:8]([S:12]([NH:15][C:16]2[CH:17]=[C:18]3[C:22](=[CH:23][CH:24]=2)[NH:21][N:20]=[C:19]3[NH:25][C:1](=[O:3])[CH3:2])(=[O:13])=[O:14])[CH:9]=[CH:10][CH:11]=1, predict the reactants needed to synthesize it. The reactants are: [C:1](Cl)(=[O:3])[CH3:2].[F:5][C:6]1[CH:7]=[C:8]([S:12]([NH:15][C:16]2[CH:17]=[C:18]3[C:22](=[CH:23][CH:24]=2)[NH:21][N:20]=[C:19]3[NH2:25])(=[O:14])=[O:13])[CH:9]=[CH:10][CH:11]=1.N1C=CC=CC=1. (4) Given the product [CH2:33]([N:35]1[CH2:40][CH2:39][N:38]([CH2:3][C:4]2[CH:32]=[CH:31][C:7]([C:8]([NH:10][C:11]3[CH:16]=[CH:15][C:14]([CH3:17])=[C:13]([NH:18][C:19]4[N:24]=[C:23]([C:25]5[CH:26]=[N:27][CH:28]=[CH:29][CH:30]=5)[CH:22]=[CH:21][N:20]=4)[CH:12]=3)=[O:9])=[CH:6][CH:5]=2)[CH2:37][CH2:36]1)[CH3:34], predict the reactants needed to synthesize it. The reactants are: Cl.Cl[CH2:3][C:4]1[CH:32]=[CH:31][C:7]([C:8]([NH:10][C:11]2[CH:16]=[CH:15][C:14]([CH3:17])=[C:13]([NH:18][C:19]3[N:24]=[C:23]([C:25]4[CH:26]=[N:27][CH:28]=[CH:29][CH:30]=4)[CH:22]=[CH:21][N:20]=3)[CH:12]=2)=[O:9])=[CH:6][CH:5]=1.[CH2:33]([N:35]1[CH2:40][CH2:39][NH:38][CH2:37][CH2:36]1)[CH3:34]. (5) Given the product [Cl:2][C:3]1[CH:4]=[CH:5][C:6]2[CH2:12][CH2:11][C:10]3[CH:13]=[CH:14][CH:15]=[CH:16][C:9]=3[N:8]([CH2:17][CH2:18][CH2:19][NH:20][S:37]([C:34]3[CH:33]=[CH:32][C:31]([C:29]#[N:30])=[CH:36][CH:35]=3)(=[O:39])=[O:38])[C:7]=2[CH:21]=1, predict the reactants needed to synthesize it. The reactants are: Cl.[Cl:2][C:3]1[CH:4]=[CH:5][C:6]2[CH2:12][CH2:11][C:10]3[CH:13]=[CH:14][CH:15]=[CH:16][C:9]=3[N:8]([CH2:17][CH2:18][CH2:19][NH2:20])[C:7]=2[CH:21]=1.CCN(CC)CC.[C:29]([C:31]1[CH:36]=[CH:35][C:34]([S:37](Cl)(=[O:39])=[O:38])=[CH:33][CH:32]=1)#[N:30]. (6) Given the product [F:26][C:2]([F:1])([F:27])[C:3]1[CH:8]=[C:7]([N:9]2[CH2:17][C:16]3[C:11](=[CH:12][CH:13]=[C:14]([CH2:18][NH:28][CH2:29][CH2:30][C:31]([OH:33])=[O:32])[CH:15]=3)[CH2:10]2)[CH:6]=[CH:5][C:4]=1[C:20]1[CH:25]=[CH:24][CH:23]=[CH:22][CH:21]=1, predict the reactants needed to synthesize it. The reactants are: [F:1][C:2]([F:27])([F:26])[C:3]1[CH:8]=[C:7]([N:9]2[CH2:17][C:16]3[C:11](=[CH:12][CH:13]=[C:14]([CH:18]=O)[CH:15]=3)[CH2:10]2)[CH:6]=[CH:5][C:4]=1[C:20]1[CH:25]=[CH:24][CH:23]=[CH:22][CH:21]=1.[NH2:28][CH2:29][CH2:30][C:31]([OH:33])=[O:32].CCN(CC)CC.[BH4-].[Na+].